This data is from TCR-epitope binding with 47,182 pairs between 192 epitopes and 23,139 TCRs. The task is: Binary Classification. Given a T-cell receptor sequence (or CDR3 region) and an epitope sequence, predict whether binding occurs between them. The epitope is ELAGIGILTV. The TCR CDR3 sequence is CAEGQGFVGQPQHF. Result: 1 (the TCR binds to the epitope).